Task: Regression. Given two drug SMILES strings and cell line genomic features, predict the synergy score measuring deviation from expected non-interaction effect.. Dataset: NCI-60 drug combinations with 297,098 pairs across 59 cell lines (1) Drug 1: C(=O)(N)NO. Drug 2: CC12CCC3C(C1CCC2O)C(CC4=C3C=CC(=C4)O)CCCCCCCCCS(=O)CCCC(C(F)(F)F)(F)F. Cell line: MCF7. Synergy scores: CSS=18.4, Synergy_ZIP=-3.84, Synergy_Bliss=-2.09, Synergy_Loewe=-6.13, Synergy_HSA=-5.08. (2) Drug 1: C1CC(C1)(C(=O)O)C(=O)O.[NH2-].[NH2-].[Pt+2]. Synergy scores: CSS=-0.373, Synergy_ZIP=2.92, Synergy_Bliss=4.85, Synergy_Loewe=-0.0682, Synergy_HSA=-1.65. Drug 2: CC1CCC2CC(C(=CC=CC=CC(CC(C(=O)C(C(C(=CC(C(=O)CC(OC(=O)C3CCCCN3C(=O)C(=O)C1(O2)O)C(C)CC4CCC(C(C4)OC)O)C)C)O)OC)C)C)C)OC. Cell line: T-47D.